From a dataset of NCI-60 drug combinations with 297,098 pairs across 59 cell lines. Regression. Given two drug SMILES strings and cell line genomic features, predict the synergy score measuring deviation from expected non-interaction effect. (1) Drug 1: CC1=C(N=C(N=C1N)C(CC(=O)N)NCC(C(=O)N)N)C(=O)NC(C(C2=CN=CN2)OC3C(C(C(C(O3)CO)O)O)OC4C(C(C(C(O4)CO)O)OC(=O)N)O)C(=O)NC(C)C(C(C)C(=O)NC(C(C)O)C(=O)NCCC5=NC(=CS5)C6=NC(=CS6)C(=O)NCCC[S+](C)C)O. Drug 2: C1C(C(OC1N2C=NC3=C2NC=NCC3O)CO)O. Cell line: NCI-H226. Synergy scores: CSS=21.2, Synergy_ZIP=-0.928, Synergy_Bliss=-1.47, Synergy_Loewe=-7.10, Synergy_HSA=0.0609. (2) Drug 1: C1CC(=O)NC(=O)C1N2CC3=C(C2=O)C=CC=C3N. Drug 2: C1=CC=C(C=C1)NC(=O)CCCCCCC(=O)NO. Cell line: SN12C. Synergy scores: CSS=10.7, Synergy_ZIP=-2.40, Synergy_Bliss=0.445, Synergy_Loewe=2.53, Synergy_HSA=2.54.